This data is from Forward reaction prediction with 1.9M reactions from USPTO patents (1976-2016). The task is: Predict the product of the given reaction. (1) Given the reactants [Br:1][C:2]1[CH:3]=[CH:4][C:5]([NH:8][CH:9]=[N:10]O)=[N:6][CH:7]=1.FC(F)(F)C(OC(=O)C(F)(F)F)=O, predict the reaction product. The product is: [Br:1][C:2]1[CH:3]=[CH:4][C:5]2[N:6]([N:10]=[CH:9][N:8]=2)[CH:7]=1. (2) Given the reactants [CH3:1][O:2][C:3](=[O:35])[CH:4]([C:9]1[CH:10]=[C:11]([C:25]2[CH:30]=[CH:29][C:28]([C:31]([F:34])([F:33])[F:32])=[CH:27][CH:26]=2)[CH:12]=[C:13]([NH:15][CH2:16][C:17]2[CH:22]=[CH:21][C:20]([C:23]#[N:24])=[CH:19][CH:18]=2)[CH:14]=1)[CH2:5][CH:6]([CH3:8])[CH3:7].[CH:36](=O)[CH2:37][CH:38]([CH3:40])[CH3:39], predict the reaction product. The product is: [CH3:1][O:2][C:3](=[O:35])[CH:4]([C:9]1[CH:10]=[C:11]([C:25]2[CH:30]=[CH:29][C:28]([C:31]([F:34])([F:33])[F:32])=[CH:27][CH:26]=2)[CH:12]=[C:13]([N:15]([CH2:16][C:17]2[CH:22]=[CH:21][C:20]([C:23]#[N:24])=[CH:19][CH:18]=2)[CH2:36][CH2:37][CH:38]([CH3:40])[CH3:39])[CH:14]=1)[CH2:5][CH:6]([CH3:8])[CH3:7]. (3) Given the reactants [Br:1][CH2:2][CH2:3][CH2:4][CH2:5]Br.C(=O)([O-])[O-].[K+].[K+].[I-].[K+].[CH2:15]([O:17][C:18](=[O:27])[C:19]1[CH:24]=[CH:23][C:22]([OH:25])=[C:21]([F:26])[CH:20]=1)[CH3:16], predict the reaction product. The product is: [CH2:15]([O:17][C:18](=[O:27])[C:19]1[CH:24]=[CH:23][C:22]([O:25][CH2:5][CH2:4][CH2:3][CH2:2][Br:1])=[C:21]([F:26])[CH:20]=1)[CH3:16]. (4) Given the reactants [OH:1][CH:2]([C:6]1[CH:16]=[CH:15][C:9]([C:10]([O:12][CH2:13][CH3:14])=[O:11])=[CH:8][CH:7]=1)[CH2:3][CH2:4][CH3:5].C(N(CC)CC)C, predict the reaction product. The product is: [C:2]([C:6]1[CH:7]=[CH:8][C:9]([C:10]([O:12][CH2:13][CH3:14])=[O:11])=[CH:15][CH:16]=1)(=[O:1])[CH2:3][CH2:4][CH3:5]. (5) Given the reactants [CH3:1][N:2]([CH3:9])[CH:3]1[CH2:8][CH2:7][NH:6][CH2:5][CH2:4]1.CCN(CC)CC.[CH:17]([N:20]1[C:24]([C:25]2[N:34]=[C:33]3[N:27]([CH2:28][CH2:29][O:30][C:31]4[CH:38]=[CH:37][C:36]([S:39](Cl)(=[O:41])=[O:40])=[CH:35][C:32]=43)[CH:26]=2)=[N:23][CH:22]=[N:21]1)([CH3:19])[CH3:18], predict the reaction product. The product is: [CH:17]([N:20]1[C:24]([C:25]2[N:34]=[C:33]3[C:32]4[CH:35]=[C:36]([S:39]([N:6]5[CH2:7][CH2:8][CH:3]([N:2]([CH3:9])[CH3:1])[CH2:4][CH2:5]5)(=[O:41])=[O:40])[CH:37]=[CH:38][C:31]=4[O:30][CH2:29][CH2:28][N:27]3[CH:26]=2)=[N:23][CH:22]=[N:21]1)([CH3:19])[CH3:18]. (6) Given the reactants [H-].[H-].[H-].[H-].[Li+].[Al+3].[CH2:7]([O:10][C:11]1[CH:18]=[C:17]([F:19])[CH:16]=[CH:15][C:12]=1[C:13]#[N:14])[CH:8]=[CH2:9], predict the reaction product. The product is: [CH2:7]([O:10][C:11]1[CH:18]=[C:17]([F:19])[CH:16]=[CH:15][C:12]=1[CH2:13][NH2:14])[CH:8]=[CH2:9].